This data is from Reaction yield outcomes from USPTO patents with 853,638 reactions. The task is: Predict the reaction yield, written as a fraction of the theoretical maximum amount of product (1.0 means a 100% yield; for example, 0.34 means a 34% yield). (1) The reactants are C(OC(=O)[NH:7][C@H:8]([C:10]1[N:14]([C:15]2[CH:20]=[CH:19][CH:18]=[CH:17][CH:16]=2)[C:13]2[CH:21]=[CH:22][C:23]([CH3:25])=[CH:24][C:12]=2[N:11]=1)[CH3:9])(C)(C)C.C(O)(C(F)(F)F)=O. The catalyst is C(Cl)Cl. The product is [CH3:25][C:23]1[CH:22]=[CH:21][C:13]2[N:14]([C:15]3[CH:16]=[CH:17][CH:18]=[CH:19][CH:20]=3)[C:10]([C@@H:8]([NH2:7])[CH3:9])=[N:11][C:12]=2[CH:24]=1. The yield is 0.950. (2) The reactants are [CH3:1][O:2][C:3]1[N:8]=[C:7]([NH:9][CH2:10][C:11]2[CH:16]=[CH:15][C:14]([C:17]([F:20])([F:19])[F:18])=[CH:13][CH:12]=2)[CH:6]=[CH:5][C:4]=1[CH2:21][C:22]1[C:30]2[C:25](=[N:26][CH:27]=[CH:28][CH:29]=2)[N:24]([Si](C(C)C)(C(C)C)C(C)C)[CH:23]=1.O1CCCC1.[F-].C([N+](CCCC)(CCCC)CCCC)CCC. The catalyst is O. The product is [CH3:1][O:2][C:3]1[N:8]=[C:7]([NH:9][CH2:10][C:11]2[CH:16]=[CH:15][C:14]([C:17]([F:19])([F:20])[F:18])=[CH:13][CH:12]=2)[CH:6]=[CH:5][C:4]=1[CH2:21][C:22]1[C:30]2[C:25](=[N:26][CH:27]=[CH:28][CH:29]=2)[NH:24][CH:23]=1. The yield is 0.810. (3) The reactants are C(OC([NH:8][C:9]1[O:17][C:16]2[C:11](=[N:12][CH:13]=[C:14]([CH2:18][CH3:19])[CH:15]=2)[C:10]=1[C:20]([NH:22][C:23]1[CH:24]=[N:25][CH:26]=[CH:27][C:28]=1[N:29]1[CH2:34][C@H:33]([C:35]([F:38])([F:37])[F:36])[CH2:32][C@H:31]([NH:39]C(=O)OC(C)(C)C)[CH2:30]1)=[O:21])=O)(C)(C)C.Cl.O1CCOCC1. The catalyst is CO. The product is [NH2:8][C:9]1[O:17][C:16]2[C:11](=[N:12][CH:13]=[C:14]([CH2:18][CH3:19])[CH:15]=2)[C:10]=1[C:20]([NH:22][C:23]1[CH:24]=[N:25][CH:26]=[CH:27][C:28]=1[N:29]1[CH2:34][C@H:33]([C:35]([F:38])([F:37])[F:36])[CH2:32][C@H:31]([NH2:39])[CH2:30]1)=[O:21]. The yield is 0.450. (4) The reactants are [F:1][CH:2]([F:32])[CH2:3][O:4][C:5]1[C:9]2[C:10](=[O:25])[N:11]([CH2:16][C:17](=[O:24])[C:18]3[CH:23]=[CH:22][CH:21]=[CH:20][CH:19]=3)[C:12]([CH2:14][CH3:15])=[CH:13][C:8]=2[N:7]([CH3:26])[C:6]=1[C:27]([O:29][CH2:30][CH3:31])=[O:28].FC(F)(F)S(OCC(F)F)(=O)=O.C(=O)([O-])[O-].[Cs+].[Cs+]. No catalyst specified. The product is [F:32][CH:2]([F:1])[CH2:3][O:4][C:5]1[C:9]2[C:10](=[O:25])[N:11]([CH2:16][C:17](=[O:24])[C:18]3[CH:23]=[CH:22][CH:21]=[CH:20][CH:19]=3)[C:12]([CH2:14][CH3:15])=[CH:13][C:8]=2[N:7]([CH3:26])[C:6]=1[C:27]([OH:29])=[O:28].[F:32][CH:2]([F:1])[CH2:3][O:4][C:5]1[C:9]2[C:10](=[O:25])[N:11]([CH2:16][C:17](=[O:24])[C:18]3[CH:23]=[CH:22][CH:21]=[CH:20][CH:19]=3)[C:12]([CH2:14][CH3:15])=[CH:13][C:8]=2[N:7]([CH3:26])[C:6]=1[C:27]([O:29][CH2:30][CH3:31])=[O:28]. The yield is 0.830. (5) The reactants are CS(C)=O.C(Cl)(=O)C(Cl)=O.[CH3:11][N:12]1[CH2:17][CH2:16][C:15]2[S:18][C:19]([CH2:21][OH:22])=[CH:20][C:14]=2[CH2:13]1.C(N(CC)CC)C. The catalyst is C(Cl)Cl. The product is [CH3:11][N:12]1[CH2:17][CH2:16][C:15]2[S:18][C:19]([CH:21]=[O:22])=[CH:20][C:14]=2[CH2:13]1. The yield is 0.450.